This data is from Catalyst prediction with 721,799 reactions and 888 catalyst types from USPTO. The task is: Predict which catalyst facilitates the given reaction. (1) Reactant: [C:1]([N:5]([C:14]1[CH:22]=[CH:21][C:17]([C:18](O)=[O:19])=[CH:16][CH:15]=1)[O:6][Si:7]([C:10]([CH3:13])([CH3:12])[CH3:11])([CH3:9])[CH3:8])([CH3:4])([CH3:3])[CH3:2].[NH2:23][C:24]1[CH:29]=[CH:28][CH:27]=[CH:26][N:25]=1.O.C(OCC)(=O)C. Product: [C:1]([N:5]([C:14]1[CH:22]=[CH:21][C:17]([C:18]([NH:23][C:24]2[CH:29]=[CH:28][CH:27]=[CH:26][N:25]=2)=[O:19])=[CH:16][CH:15]=1)[O:6][Si:7]([C:10]([CH3:12])([CH3:11])[CH3:13])([CH3:9])[CH3:8])([CH3:4])([CH3:2])[CH3:3]. The catalyst class is: 172. (2) Reactant: [Cl:1][C:2]1[CH:3]=[CH:4][C:5]([O:27][CH2:28][CH:29]([CH3:31])[CH3:30])=[C:6]([CH2:8][C:9]2[S:10][CH:11]=[C:12]([C:14]3[NH:18][C:17]4[CH:19]=[CH:20][C:21]([C:23](OC)=[O:24])=[CH:22][C:16]=4[N:15]=3)[N:13]=2)[CH:7]=1.[H-].[H-].[H-].[H-].[Li+].[Al+3]. Product: [Cl:1][C:2]1[CH:3]=[CH:4][C:5]([O:27][CH2:28][CH:29]([CH3:31])[CH3:30])=[C:6]([CH2:8][C:9]2[S:10][CH:11]=[C:12]([C:14]3[NH:18][C:17]4[CH:19]=[CH:20][C:21]([CH2:23][OH:24])=[CH:22][C:16]=4[N:15]=3)[N:13]=2)[CH:7]=1. The catalyst class is: 1. (3) Reactant: [C:1]([C:3]1[CH:8]=[CH:7][C:6]([C:9]([NH:30]S(C(C)(C)C)=O)([C:24]2[N:25]([CH3:29])[CH:26]=[N:27][CH:28]=2)[CH2:10][CH2:11][CH2:12][NH:13][CH2:14][CH2:15][C:16]2[CH:21]=[CH:20][CH:19]=[C:18]([O:22]C)[CH:17]=2)=[CH:5][C:4]=1[F:37])#[N:2].B(Br)(Br)Br.O. Product: [NH2:30][C:9]([C:6]1[CH:7]=[CH:8][C:3]([C:1]#[N:2])=[C:4]([F:37])[CH:5]=1)([C:24]1[N:25]([CH3:29])[CH:26]=[N:27][CH:28]=1)[CH2:10][CH2:11][CH2:12][NH:13][CH2:14][CH2:15][C:16]1[CH:21]=[CH:20][CH:19]=[C:18]([OH:22])[CH:17]=1. The catalyst class is: 2. (4) Reactant: [C:1]([C:3]1[CH:4]=[N:5][CH:6]=[CH:7][CH:8]=1)#[CH:2].[N:9]1[CH:14]=[CH:13][CH:12]=[CH:11][C:10]=1[CH2:15][O:16][C:17]1[CH:22]=[CH:21][C:20]([CH2:23][C:24](Cl)=[N:25][OH:26])=[CH:19][CH:18]=1.C(N(CC)CC)C. Product: [N:9]1[CH:14]=[CH:13][CH:12]=[CH:11][C:10]=1[CH2:15][O:16][C:17]1[CH:22]=[CH:21][C:20]([CH2:23][C:24]2[CH:2]=[C:1]([C:3]3[CH:4]=[N:5][CH:6]=[CH:7][CH:8]=3)[O:26][N:25]=2)=[CH:19][CH:18]=1. The catalyst class is: 7. (5) Reactant: [Br:1][C:2]1[CH:7]=[CH:6][C:5]([C:8](=[O:20])[CH2:9][C:10]([CH2:17][CH2:18][CH3:19])([C:14]([O-:16])=[O:15])C([O-])=O)=[CH:4][CH:3]=1.[CH3:21][C:22](C)=O.[OH-].[Na+]. Product: [Br:1][C:2]1[CH:3]=[CH:4][C:5]([C:8](=[O:20])[CH2:9][CH:10]([CH2:17][CH2:18][CH3:19])[C:14]([O:16][CH2:21][CH3:22])=[O:15])=[CH:6][CH:7]=1. The catalyst class is: 8. (6) Reactant: [F:1][C:2]1[CH:3]=[C:4]([CH:8]=[CH:9][C:10]=1[NH:11][CH:12]([C:17]1[CH:21]=[C:20]([C:22]2[CH:27]=[CH:26][CH:25]=[CH:24][CH:23]=2)[O:19][C:18]=1[CH3:28])[CH2:13][CH:14]([CH3:16])[CH3:15])C(O)=O.[CH3:29][NH:30][CH2:31][CH2:32][C:33]([O:35]CC)=[O:34].Cl.C(N=C=NCCCN(C)C)C.O.[OH:51][C:52]1C2N=NNC=2C=CC=1. Product: [F:1][C:2]1[CH:3]=[C:4]([C:52]([N:30]([CH3:29])[CH2:31][CH2:32][C:33]([OH:35])=[O:34])=[O:51])[CH:8]=[CH:9][C:10]=1[NH:11][CH:12]([C:17]1[CH:21]=[C:20]([C:22]2[CH:23]=[CH:24][CH:25]=[CH:26][CH:27]=2)[O:19][C:18]=1[CH3:28])[CH2:13][CH:14]([CH3:16])[CH3:15]. The catalyst class is: 842. (7) Reactant: Cl.[CH3:2][N:3](C)[CH2:4]CCN=C=NCC.[NH2:13][C:14]1[C:15](=[O:27])[N:16]([CH3:26])[C:17](=[O:25])[N:18]([CH2:21][CH:22]([CH3:24])[CH3:23])[C:19]=1[NH2:20].Cl[C:29]1[C:38]2[C:33](=[CH:34][C:35]([O:41][CH3:42])=[C:36]([O:39][CH3:40])[CH:37]=2)[C:32]([CH2:43][C:44](O)=O)=[CH:31][N:30]=1. Product: [CH3:2][N:3]([CH3:4])[C:29]1[C:38]2[C:33](=[CH:34][C:35]([O:41][CH3:42])=[C:36]([O:39][CH3:40])[CH:37]=2)[C:32]([CH2:43][C:44]2[NH:13][C:14]3[C:15](=[O:27])[N:16]([CH3:26])[C:17](=[O:25])[N:18]([CH2:21][CH:22]([CH3:23])[CH3:24])[C:19]=3[N:20]=2)=[CH:31][N:30]=1. The catalyst class is: 24. (8) Reactant: [Br:1][C:2]1[CH:3]=[C:4]([CH:17]=[CH:18][CH:19]=1)[NH:5][C:6]1[C:7]2[N:15]=[C:14](F)[CH:13]=[CH:12][C:8]=2[N:9]=[CH:10][N:11]=1.Cl.CN.[CH2:23]([N:25](CC)CC)C. Product: [CH3:23][NH:25][C:14]1[CH:13]=[CH:12][C:8]2[N:9]=[CH:10][N:11]=[C:6]([NH:5][C:4]3[CH:17]=[CH:18][CH:19]=[C:2]([Br:1])[CH:3]=3)[C:7]=2[N:15]=1. The catalyst class is: 8.